This data is from Reaction yield outcomes from USPTO patents with 853,638 reactions. The task is: Predict the reaction yield, written as a fraction of the theoretical maximum amount of product (1.0 means a 100% yield; for example, 0.34 means a 34% yield). (1) The reactants are [CH3:1][N:2]1[C:6]2[CH:7]=[CH:8][C:9]([N+:11]([O-])=O)=[CH:10][C:5]=2[N:4]=[CH:3]1. The catalyst is CCO.[Pd]. The product is [CH3:1][N:2]1[C:6]2[CH:7]=[CH:8][C:9]([NH2:11])=[CH:10][C:5]=2[N:4]=[CH:3]1. The yield is 1.08. (2) The reactants are Br[C:2]1[N:3]=[C:4]([N:23]2[CH2:28][CH2:27][O:26][CH2:25][CH2:24]2)[S:5][C:6]=1[C:7]1[N:11]2[N:12]=[C:13]([CH3:21])[CH:14]=[C:15]([CH:16]([CH2:19][CH3:20])[CH2:17][CH3:18])[C:10]2=[N:9][C:8]=1[CH3:22].[Li]CCCC.CCCCCC.C1C=CC(S(N(S(C2C=CC=CC=2)(=O)=O)[F:50])(=O)=O)=CC=1.[NH4+].[Cl-]. The catalyst is C(OCC)C.C1(C)C=CC=CC=1. The product is [CH2:17]([CH:16]([C:15]1[C:10]2[N:11]([C:7]([C:6]3[S:5][C:4]([N:23]4[CH2:28][CH2:27][O:26][CH2:25][CH2:24]4)=[N:3][C:2]=3[F:50])=[C:8]([CH3:22])[N:9]=2)[N:12]=[C:13]([CH3:21])[CH:14]=1)[CH2:19][CH3:20])[CH3:18]. The yield is 0.100. (3) The reactants are [F:1][C:2]([F:29])([F:28])[C:3]1[CH:27]=[CH:26][C:6]([CH2:7][O:8][N:9]=[C:10]([C:13]2[CH:25]=[CH:24][C:16]([O:17][CH2:18][C:19]([O:21]CC)=[O:20])=[CH:15][CH:14]=2)[CH2:11][CH3:12])=[CH:5][CH:4]=1.[OH-].[Li+]. The catalyst is C1COCC1.O. The product is [F:1][C:2]([F:28])([F:29])[C:3]1[CH:27]=[CH:26][C:6]([CH2:7][O:8][N:9]=[C:10]([C:13]2[CH:14]=[CH:15][C:16]([O:17][CH2:18][C:19]([OH:21])=[O:20])=[CH:24][CH:25]=2)[CH2:11][CH3:12])=[CH:5][CH:4]=1. The yield is 0.880. (4) The reactants are [NH:1]1[CH:5]=[N:4][CH:3]=[N:2]1.[H-].[Na+].Cl[CH2:9][C:10]([NH:12][C:13]1[CH:18]=[CH:17][CH:16]=[C:15]([C:19]2[CH:28]=[N:27][C:26]3[C:21](=[CH:22][CH:23]=[CH:24][CH:25]=3)[N:20]=2)[CH:14]=1)=[O:11].O. The catalyst is CN(C=O)C. The product is [N:20]1[C:21]2[C:26](=[CH:25][CH:24]=[CH:23][CH:22]=2)[N:27]=[CH:28][C:19]=1[C:15]1[CH:14]=[C:13]([NH:12][C:10](=[O:11])[CH2:9][N:1]2[CH:5]=[N:4][CH:3]=[N:2]2)[CH:18]=[CH:17][CH:16]=1. The yield is 0.720. (5) The reactants are C(N(CC)C(C)C)(C)C.[Cl:10][C:11]1[N:16]=[N:15][C:14]([NH:17][S:18]([C:21]2[CH:26]=[CH:25][C:24]([CH3:27])=[CH:23][CH:22]=2)(=[O:20])=[O:19])=[CH:13][CH:12]=1.I[CH2:29][C:30]([NH2:32])=[O:31]. The catalyst is CN(C=O)C.O. The product is [Cl:10][C:11]1[CH:12]=[CH:13][C:14](=[N:17][S:18]([C:21]2[CH:26]=[CH:25][C:24]([CH3:27])=[CH:23][CH:22]=2)(=[O:20])=[O:19])[N:15]([CH2:29][C:30]([NH2:32])=[O:31])[N:16]=1. The yield is 0.680. (6) The reactants are [CH3:1][O:2][C:3]1[CH:40]=[CH:39][C:6]([C:7]([O:22][CH2:23][C@H:24]2[O:28][C@@H:27]([N:29]3[CH:36]=[CH:35][C:33](=[O:34])[NH:32][C:30]3=[O:31])[C@H:26]([OH:37])[C@@H:25]2[OH:38])([C:16]2[CH:21]=[CH:20][CH:19]=[CH:18][CH:17]=2)[C:8]2[CH:13]=[CH:12][C:11]([O:14][CH3:15])=[CH:10][CH:9]=2)=[CH:5][CH:4]=1.C(N(C(C)C)CC)(C)C.[C:50]([CH2:52][CH2:53][O:54][CH2:55]Cl)#[N:51].C(=O)(O)[O-].[Na+]. The catalyst is ClCCCl. The product is [CH3:15][O:14][C:11]1[CH:12]=[CH:13][C:8]([C:7]([O:22][CH2:23][C@H:24]2[O:28][C@@H:27]([N:29]3[CH:36]=[CH:35][C:33](=[O:34])[NH:32][C:30]3=[O:31])[C@H:26]([O:37][CH2:55][O:54][CH2:53][CH2:52][C:50]#[N:51])[C@@H:25]2[OH:38])([C:16]2[CH:17]=[CH:18][CH:19]=[CH:20][CH:21]=2)[C:6]2[CH:39]=[CH:40][C:3]([O:2][CH3:1])=[CH:4][CH:5]=2)=[CH:9][CH:10]=1. The yield is 0.340. (7) The reactants are [NH2:1][C:2]1[CH:7]=[CH:6][C:5]([CH2:8][C:9]([O:11][CH2:12][CH3:13])=[O:10])=[CH:4][CH:3]=1.[F:14][C:15]1[CH:20]=[CH:19][C:18]([C:21]2[N:25]([CH3:26])[N:24]=[CH:23][C:22]=2/[CH:27]=[CH:28]/[C:29](O)=[O:30])=[CH:17][CH:16]=1.O.ON1C2C=CC=CC=2N=N1.Cl.C(N=C=NCCCN(C)C)C. The catalyst is O.CN(C)C=O. The product is [F:14][C:15]1[CH:16]=[CH:17][C:18]([C:21]2[N:25]([CH3:26])[N:24]=[CH:23][C:22]=2/[CH:27]=[CH:28]/[C:29]([NH:1][C:2]2[CH:3]=[CH:4][C:5]([CH2:8][C:9]([O:11][CH2:12][CH3:13])=[O:10])=[CH:6][CH:7]=2)=[O:30])=[CH:19][CH:20]=1. The yield is 0.890.